This data is from In vitro SARS-CoV-2 activity screen of 1,480 approved drugs from Prestwick library. The task is: Binary Classification. Given a drug SMILES string, predict its activity (active/inactive) in a high-throughput screening assay against a specified biological target. (1) The drug is CN1C2CCC1CC(OC(c1ccccc1)c1ccccc1)C2.CS(=O)(=O)O. The result is 0 (inactive). (2) The molecule is CN1C[C@H](CNC(=O)OCc2ccccc2)C[C@@H]2c3cccc4c3c(cn4C)C[C@H]21. The result is 0 (inactive). (3) The compound is CC[C@]12CCCN3CCc4c(n(c5ccccc45)[C@@](O)(C(=O)OC)C1)[C@@H]32. The result is 0 (inactive). (4) The molecule is OCC(O)CN1CCN(c2ccccc2)CC1. The result is 0 (inactive). (5) The compound is CC(C)CN(C[C@@H](O)[C@H](Cc1ccccc1)NC(=O)O[C@H]1CO[C@H]2OCC[C@@H]12)S(=O)(=O)c1ccc(N)cc1. The result is 1 (active). (6) The molecule is CCC1(c2cccc(O)c2)CCCCN(C)C1.Cl. The result is 1 (active). (7) The compound is CO[C@@]12[C@H](COC(N)=O)C3=C(C(=O)C(C)=C(N)C3=O)N1C[C@@H]1N[C@@H]12. The result is 0 (inactive). (8) The drug is COc1cc2ncnc(Nc3ccc(F)c(Cl)c3)c2cc1OCCCN1CCOCC1. The result is 0 (inactive).